From a dataset of Full USPTO retrosynthesis dataset with 1.9M reactions from patents (1976-2016). Predict the reactants needed to synthesize the given product. (1) Given the product [C:1]([O:5][C:6]([N:8]1[CH2:13][CH2:12][CH:11]([C:14]2[CH:15]=[C:16]3[C:25](=[CH:26][CH:27]=2)[O:24][CH2:23][C:22]2[N:17]3[CH:18]([CH3:29])[C:19](=[O:28])[NH:20][N:21]=2)[CH2:10][CH2:9]1)=[O:7])([CH3:4])([CH3:2])[CH3:3], predict the reactants needed to synthesize it. The reactants are: [C:1]([O:5][C:6]([N:8]1[CH2:13][CH:12]=[C:11]([C:14]2[CH:15]=[C:16]3[C:25](=[CH:26][CH:27]=2)[O:24][CH2:23][C:22]2[N:17]3[CH:18]([CH3:29])[C:19](=[O:28])[NH:20][N:21]=2)[CH2:10][CH2:9]1)=[O:7])([CH3:4])([CH3:3])[CH3:2]. (2) Given the product [NH2:22][C:20]1[CH:19]=[C:18]([C:23]2[CH:24]=[CH:25][CH:26]=[CH:27][CH:28]=2)[N:17]=[C:16]([NH:15][C:12]2[CH:13]=[CH:14][C:9]([C:5]3([C:3]([OH:4])=[O:2])[CH2:6][CH2:7][CH2:8]3)=[CH:10][CH:11]=2)[N:21]=1, predict the reactants needed to synthesize it. The reactants are: C[O:2][C:3]([C:5]1([C:9]2[CH:14]=[CH:13][C:12]([NH:15][C:16]3[N:21]=[C:20]([NH2:22])[CH:19]=[C:18]([C:23]4[CH:28]=[CH:27][CH:26]=[CH:25][CH:24]=4)[N:17]=3)=[CH:11][CH:10]=2)[CH2:8][CH2:7][CH2:6]1)=[O:4].[OH-].[Na+]. (3) Given the product [NH2:23][C:5]1[CH:6]=[CH:7][C:8]([N:10]2[CH2:15][CH2:14][N:13]([C:16]([O:18][C:19]([CH3:20])([CH3:22])[CH3:21])=[O:17])[CH2:12][CH2:11]2)=[N:9][C:4]=1[O:3][CH2:1][CH3:2], predict the reactants needed to synthesize it. The reactants are: [CH2:1]([O:3][C:4]1[N:9]=[C:8]([N:10]2[CH2:15][CH2:14][N:13]([C:16]([O:18][C:19]([CH3:22])([CH3:21])[CH3:20])=[O:17])[CH2:12][CH2:11]2)[CH:7]=[CH:6][C:5]=1[N+:23]([O-])=O)[CH3:2].COCCOC1N=C(N2CCN(C(=O)C)CC2)C=CC=1[N+]([O-])=O. (4) Given the product [C:8]1([N:7]([C:1]2[CH:2]=[CH:3][CH:4]=[CH:5][CH:6]=2)[C:21]2[C:38]3[C:29](=[CH:30][C:31]4[CH:32]=[CH:33][CH:34]=[CH:35][C:36]=4[CH:37]=3)[CH:28]=[C:27]3[C:22]=2[C:23]2[CH:54]=[CH:53][C:52]4[C:39](=[CH:40][C:41]5[C:50]([CH:51]=4)=[CH:49][C:48]4[C:43](=[CH:44][C:45]([N:7]([C:8]6[CH:9]=[CH:10][CH:11]=[CH:12][CH:13]=6)[C:1]6[CH:6]=[CH:5][CH:4]=[CH:3][CH:2]=6)=[CH:46][CH:47]=4)[CH:42]=5)[C:24]=2[CH:25]=[CH:26]3)[CH:9]=[CH:10][CH:11]=[CH:12][CH:13]=1, predict the reactants needed to synthesize it. The reactants are: [C:1]1([NH:7][C:8]2[CH:13]=[CH:12][CH:11]=[CH:10][CH:9]=2)[CH:6]=[CH:5][CH:4]=[CH:3][CH:2]=1.C(=O)([O-])[O-].[K+].[K+].Br[C:21]1[C:38]2[C:29](=[CH:30][C:31]3[CH:32]=[CH:33][CH:34]=[CH:35][C:36]=3[CH:37]=2)[CH:28]=[C:27]2[C:22]=1[C:23]1[CH:54]=[CH:53][C:52]3[C:39](=[CH:40][C:41]4[C:50]([CH:51]=3)=[CH:49][C:48]3[C:43](=[CH:44][C:45](Br)=[CH:46][CH:47]=3)[CH:42]=4)[C:24]=1[CH:25]=[CH:26]2. (5) Given the product [OH:4][CH2:5][C@@H:6]1[C@@H:11]([OH:12])[C@H:10]([OH:16])[C@H:9]([OH:17])[C@@H:8]([C:18]2[CH:23]=[CH:22][CH:21]=[C:20]([O:24][C:33]3[CH:38]=[N:37][C:36]([N+:39]([O-:41])=[O:40])=[CH:35][CH:34]=3)[CH:19]=2)[O:7]1, predict the reactants needed to synthesize it. The reactants are: C([O:4][CH2:5][C@@H:6]1[C@@H:11]([O:12]C(=O)C)[C@H:10]([OH:16])[C@H:9]([OH:17])[C@@H:8]([C:18]2[CH:23]=[CH:22][CH:21]=[C:20]([O:24][Si](C(C)(C)C)(C)C)[CH:19]=2)[O:7]1)(=O)C.Br[C:33]1[CH:34]=[CH:35][C:36]([N+:39]([O-:41])=[O:40])=[N:37][CH:38]=1. (6) The reactants are: [C:1](O)(=[O:3])[CH3:2].[NH2:5][C:6]1[C:11]2[C:12](=[O:29])[N:13]([C:17]3[CH:22]=[CH:21][C:20]([CH:23]4[CH2:28][CH2:27][NH:26][CH2:25][CH2:24]4)=[CH:19][CH:18]=3)[CH2:14][CH2:15][O:16][C:10]=2[N:9]=[CH:8][N:7]=1.C[NH3+].F[P-](F)(F)(F)(F)F.N1(OC(N(C)C)=[N+](C)C)C2N=CC=CC=2N=N1.F[P-](F)(F)(F)(F)F.C(N(CC)CC)C. Given the product [C:1]([N:26]1[CH2:25][CH2:24][CH:23]([C:20]2[CH:19]=[CH:18][C:17]([N:13]3[C:12](=[O:29])[C:11]4[C:6]([NH2:5])=[N:7][CH:8]=[N:9][C:10]=4[O:16][CH2:15][CH2:14]3)=[CH:22][CH:21]=2)[CH2:28][CH2:27]1)(=[O:3])[CH3:2], predict the reactants needed to synthesize it.